This data is from Peptide-MHC class II binding affinity with 134,281 pairs from IEDB. The task is: Regression. Given a peptide amino acid sequence and an MHC pseudo amino acid sequence, predict their binding affinity value. This is MHC class II binding data. (1) The peptide sequence is ILFLVKMNALRRLPV. The MHC is DRB1_0401 with pseudo-sequence DRB1_0401. The binding affinity (normalized) is 0.841. (2) The peptide sequence is VFNICQAVTANVNAL. The MHC is DRB1_0401 with pseudo-sequence DRB1_0401. The binding affinity (normalized) is 0.375. (3) The peptide sequence is DVKFPGGGQIVGGAY. The MHC is HLA-DQA10501-DQB10301 with pseudo-sequence HLA-DQA10501-DQB10301. The binding affinity (normalized) is 0.720. (4) The peptide sequence is ASDVETAEGGEIHELLRLQ. The MHC is HLA-DQA10501-DQB10301 with pseudo-sequence HLA-DQA10501-DQB10301. The binding affinity (normalized) is 0.670.